Dataset: hERG Central: cardiac toxicity at 1µM, 10µM, and general inhibition. Task: Predict hERG channel inhibition at various concentrations. The molecule is COc1cccc(CN2CCC(n3nccc3NC(=O)CCCc3ccccc3)CC2)c1. Results: hERG_inhib (hERG inhibition (general)): blocker.